Dataset: Forward reaction prediction with 1.9M reactions from USPTO patents (1976-2016). Task: Predict the product of the given reaction. Given the reactants [Br:1][C:2]1[CH:7]=[CH:6][CH:5]=[CH:4][C:3]=1[CH2:8][CH2:9][CH2:10][C:11]1[CH:19]=[CH:18][C:14]([C:15]([OH:17])=[O:16])=[CH:13][CH:12]=1.S(=O)(=O)(O)O.C(=O)(O)[O-].[Na+].[CH2:30](O)[CH3:31], predict the reaction product. The product is: [Br:1][C:2]1[CH:7]=[CH:6][CH:5]=[CH:4][C:3]=1[CH2:8][CH2:9][CH2:10][C:11]1[CH:12]=[CH:13][C:14]([C:15]([O:17][CH2:30][CH3:31])=[O:16])=[CH:18][CH:19]=1.